From a dataset of Reaction yield outcomes from USPTO patents with 853,638 reactions. Predict the reaction yield, written as a fraction of the theoretical maximum amount of product (1.0 means a 100% yield; for example, 0.34 means a 34% yield). The reactants are O/[CH:2]=[C:3]1/[CH2:4][C:5]2([C:25]3[CH:30]=[CH:29][CH:28]=[CH:27][CH:26]=3)[C:14]3[N:13]=[C:12]([C:15]4[CH:20]=[CH:19][CH:18]=[CH:17][CH:16]=4)[N:11]=[CH:10][C:9]=3[CH2:8][CH2:7][CH:6]2[CH:21]([CH3:24])[C:22]/1=[O:23].Cl.[NH2:32]O. The catalyst is C(O)C.C(=O)(O)[O-].[Na+]. The product is [CH3:24][CH:21]1[CH:6]2[CH2:7][CH2:8][C:9]3[CH:10]=[N:11][C:12]([C:15]4[CH:16]=[CH:17][CH:18]=[CH:19][CH:20]=4)=[N:13][C:14]=3[C:5]2([C:25]2[CH:26]=[CH:27][CH:28]=[CH:29][CH:30]=2)[CH2:4][C:3]2[CH:2]=[N:32][O:23][C:22]1=2. The yield is 0.590.